Regression. Given a peptide amino acid sequence and an MHC pseudo amino acid sequence, predict their binding affinity value. This is MHC class I binding data. From a dataset of Peptide-MHC class I binding affinity with 185,985 pairs from IEDB/IMGT. (1) The peptide sequence is FLPSDYFPSV. The MHC is Mamu-B8301 with pseudo-sequence Mamu-B8301. The binding affinity (normalized) is 0. (2) The peptide sequence is LHYEGGAAL. The MHC is HLA-B14:02 with pseudo-sequence HLA-B14:02. The binding affinity (normalized) is 0.419. (3) The peptide sequence is MLRKKQITV. The MHC is HLA-A69:01 with pseudo-sequence HLA-A69:01. The binding affinity (normalized) is 0.0847.